Dataset: Full USPTO retrosynthesis dataset with 1.9M reactions from patents (1976-2016). Task: Predict the reactants needed to synthesize the given product. (1) Given the product [F:44][C:2]([F:1])([F:43])[C:3]1[CH:4]=[C:5]([C@H:13]([O:15][C@H:16]2[CH2:20][N:19]([C:21]([O:23][C:24]([CH3:26])([CH3:25])[CH3:27])=[O:22])[C@@H:18]([CH2:28][C:29]([CH3:34])([CH3:35])[CH2:30][OH:31])[C@@H:17]2[C:36]2[CH:41]=[CH:40][C:39]([F:42])=[CH:38][CH:37]=2)[CH3:14])[CH:6]=[C:7]([C:9]([F:10])([F:11])[F:12])[CH:8]=1, predict the reactants needed to synthesize it. The reactants are: [F:1][C:2]([F:44])([F:43])[C:3]1[CH:4]=[C:5]([C@H:13]([O:15][C@H:16]2[CH2:20][N:19]([C:21]([O:23][C:24]([CH3:27])([CH3:26])[CH3:25])=[O:22])[C@@H:18]([CH2:28][C:29]([CH3:35])([CH3:34])[C:30](OC)=[O:31])[C@@H:17]2[C:36]2[CH:41]=[CH:40][C:39]([F:42])=[CH:38][CH:37]=2)[CH3:14])[CH:6]=[C:7]([C:9]([F:12])([F:11])[F:10])[CH:8]=1.CC(C[AlH]CC(C)C)C. (2) Given the product [Br:1][C:7]1[C:8]([CH3:9])=[N:18][N:16]2[CH:17]=[N:13][N:14]=[C:15]2[C:6]=1[CH2:5][CH:4]([CH3:12])[CH3:3], predict the reactants needed to synthesize it. The reactants are: [Br:1]Br.[CH3:3][CH:4]([CH3:12])[CH2:5][C:6](=O)[CH2:7][C:8](=O)[CH3:9].[N:13]1[N:14]=[CH:15][N:16]([NH2:18])[CH:17]=1. (3) Given the product [C:11]([C:9]1[CH:10]=[C:5]2[N:4]=[CH:3][C:2]([C:22]#[C:21][C:15]3[CH:20]=[CH:19][CH:18]=[CH:17][CH:16]=3)=[CH:7][N:6]2[N:8]=1)([CH3:14])([CH3:13])[CH3:12], predict the reactants needed to synthesize it. The reactants are: Br[C:2]1[CH:3]=[N:4][C:5]2[N:6]([N:8]=[C:9]([C:11]([CH3:14])([CH3:13])[CH3:12])[CH:10]=2)[CH:7]=1.[C:15]1([C:21]#[CH:22])[CH:20]=[CH:19][CH:18]=[CH:17][CH:16]=1. (4) Given the product [C:6]([C:7]1[CH:33]=[CH:32][C:10]2[N:11]([CH2:14][C:15]3[CH:31]=[CH:30][C:18]4[N:19]=[C:20]([NH:22][C@@H:23]5[CH2:28][CH2:27][CH2:26][CH2:25][C@H:24]5[OH:29])[S:21][C:17]=4[CH:16]=3)[CH:12]=[N:13][C:9]=2[CH:8]=1)#[CH:5], predict the reactants needed to synthesize it. The reactants are: C[Si]([C:5]#[C:6][C:7]1[CH:33]=[CH:32][C:10]2[N:11]([CH2:14][C:15]3[CH:31]=[CH:30][C:18]4[N:19]=[C:20]([NH:22][C@@H:23]5[CH2:28][CH2:27][CH2:26][CH2:25][C@H:24]5[OH:29])[S:21][C:17]=4[CH:16]=3)[CH:12]=[N:13][C:9]=2[CH:8]=1)(C)C.C([O-])([O-])=O.[Na+].[Na+]. (5) Given the product [CH2:73]([S:80][C:2]1[C:3]([F:21])=[C:4]([F:20])[C:5]([NH:12][C:13]2[CH:18]=[CH:17][CH:16]=[CH:15][C:14]=2[Cl:19])=[C:6]([CH:11]=1)[C:7]([O:9][CH3:10])=[O:8])[C:74]1[CH:79]=[CH:78][CH:77]=[CH:76][CH:75]=1, predict the reactants needed to synthesize it. The reactants are: Br[C:2]1[C:3]([F:21])=[C:4]([F:20])[C:5]([NH:12][C:13]2[CH:18]=[CH:17][CH:16]=[CH:15][C:14]=2[Cl:19])=[C:6]([CH:11]=1)[C:7]([O:9][CH3:10])=[O:8].C(N(CC)C(C)C)(C)C.CC1(C)C2C(=C(P(C3C=CC=CC=3)C3C=CC=CC=3)C=CC=2)OC2C(P(C3C=CC=CC=3)C3C=CC=CC=3)=CC=CC1=2.[CH2:73]([SH:80])[C:74]1[CH:79]=[CH:78][CH:77]=[CH:76][CH:75]=1.